This data is from Catalyst prediction with 721,799 reactions and 888 catalyst types from USPTO. The task is: Predict which catalyst facilitates the given reaction. Reactant: [NH2:1][C:2]1[CH:3]=[CH:4][C:5]([O:18][CH3:19])=[C:6]([NH:8][C:9](=[O:17])[CH2:10][N:11]2[CH2:16][CH2:15][O:14][CH2:13][CH2:12]2)[CH:7]=1.[Br:20][C:21]1[CH:29]=[CH:28][C:24]([C:25](O)=[O:26])=[CH:23][C:22]=1[F:30].C(N(CC)C(C)C)(C)C.F[P-](F)(F)(F)(F)F.N1(O[P+](N2CCCC2)(N2CCCC2)N2CCCC2)C2C=CC=CC=2N=N1. Product: [Br:20][C:21]1[CH:29]=[CH:28][C:24]([C:25]([NH:1][C:2]2[CH:3]=[CH:4][C:5]([O:18][CH3:19])=[C:6]([NH:8][C:9](=[O:17])[CH2:10][N:11]3[CH2:16][CH2:15][O:14][CH2:13][CH2:12]3)[CH:7]=2)=[O:26])=[CH:23][C:22]=1[F:30]. The catalyst class is: 18.